Predict the product of the given reaction. From a dataset of Forward reaction prediction with 1.9M reactions from USPTO patents (1976-2016). Given the reactants S(Cl)(Cl)=O.[C:5]([O:8][CH2:9][C:10]([CH3:40])([CH3:39])[CH2:11][N:12]1[C:18]2[CH:19]=[CH:20][C:21]([Cl:23])=[CH:22][C:17]=2[C@@H:16]([C:24]2[CH:29]=[CH:28][CH:27]=[C:26]([O:30][CH3:31])[C:25]=2[O:32][CH3:33])[O:15][C@H:14]([CH2:34][C:35](O)=[O:36])[C:13]1=[O:38])(=[O:7])[CH3:6].CN(C)C=O.[C:46]([O:49][CH2:50][CH2:51][CH2:52][S:53]([NH2:56])(=[O:55])=[O:54])(=[O:48])[CH3:47], predict the reaction product. The product is: [C:46]([O:49][CH2:50][CH2:51][CH2:52][S:53]([NH:56][C:35](=[O:36])[CH2:34][C@H:14]1[O:15][C@H:16]([C:24]2[CH:29]=[CH:28][CH:27]=[C:26]([O:30][CH3:31])[C:25]=2[O:32][CH3:33])[C:17]2[CH:22]=[C:21]([Cl:23])[CH:20]=[CH:19][C:18]=2[N:12]([CH2:11][C:10]([CH3:40])([CH3:39])[CH2:9][O:8][C:5](=[O:7])[CH3:6])[C:13]1=[O:38])(=[O:54])=[O:55])(=[O:48])[CH3:47].